Dataset: Full USPTO retrosynthesis dataset with 1.9M reactions from patents (1976-2016). Task: Predict the reactants needed to synthesize the given product. (1) Given the product [Cl:1][C:2]1[CH:7]=[CH:6][CH:5]=[CH:4][C:3]=1[C@H:8]([NH2:10])[CH3:9], predict the reactants needed to synthesize it. The reactants are: [Cl:1][C:2]1[CH:7]=[CH:6][CH:5]=[CH:4][C:3]=1[C@H:8]([NH:10]S(C(C)(C)C)=O)[CH3:9].Cl. (2) Given the product [Cl:8][C:6]1[N:5]=[C:4]([NH2:9])[N:3]=[C:2]([NH:18][CH2:17][CH2:16][C:10]2[CH:15]=[CH:14][CH:13]=[CH:12][CH:11]=2)[CH:7]=1, predict the reactants needed to synthesize it. The reactants are: Cl[C:2]1[CH:7]=[C:6]([Cl:8])[N:5]=[C:4]([NH2:9])[N:3]=1.[C:10]1([CH2:16][CH2:17][NH2:18])[CH:15]=[CH:14][CH:13]=[CH:12][CH:11]=1.CCN(C(C)C)C(C)C. (3) Given the product [CH3:17][C@H:14]([CH2:13][CH2:5][CH2:6][CH:7]([CH3:9])[CH3:8])[CH2:15][OH:16], predict the reactants needed to synthesize it. The reactants are: [Mg].II.Br[CH2:5][CH2:6][CH:7]([CH3:9])[CH3:8].[Li+].[Cl-].Br[CH2:13][C@H:14]([CH3:17])[CH2:15][OH:16]. (4) Given the product [N:1]1([C:7]([C:9]2[CH:10]=[C:11]3[C:15](=[CH:16][CH:17]=2)[NH:14][C:13](=[O:18])[C:12]3=[CH:29][C:28]2[NH:27][CH:26]=[C:25]3[C:24]=2[CH2:23][CH2:22][NH:21][C:20]3=[O:19])=[O:8])[CH2:6][CH2:5][O:4][CH2:3][CH2:2]1, predict the reactants needed to synthesize it. The reactants are: [N:1]1([C:7]([C:9]2[CH:10]=[C:11]3[C:15](=[CH:16][CH:17]=2)[NH:14][C:13](=[O:18])[CH2:12]3)=[O:8])[CH2:6][CH2:5][O:4][CH2:3][CH2:2]1.[O:19]=[C:20]1[C:25]2=[CH:26][NH:27][C:28]([CH:29]=O)=[C:24]2[CH2:23][CH2:22][NH:21]1.N1CCCCC1. (5) Given the product [C:2]([C:4]1([NH:7][C:8]([C@@H:10]2[CH2:14][C@@H:13]([S:15]([C:18]3[CH:23]=[CH:22][CH:21]=[CH:20][C:19]=3[Cl:24])(=[O:17])=[O:16])[CH2:12][N:11]2[CH3:25])=[O:9])[CH2:6][CH2:5]1)#[N:3], predict the reactants needed to synthesize it. The reactants are: Cl.[C:2]([C:4]1([NH:7][C:8]([C@@H:10]2[CH2:14][C@@H:13]([S:15]([C:18]3[CH:23]=[CH:22][CH:21]=[CH:20][C:19]=3[Cl:24])(=[O:17])=[O:16])[CH2:12][NH:11]2)=[O:9])[CH2:6][CH2:5]1)#[N:3].[CH2:25]=O. (6) Given the product [F:31][C:32]([F:37])([F:36])[C:33]([OH:35])=[O:34].[C:1]1([C@H:7]([NH:15][C:16]([NH:18][C:19]2[CH:24]=[CH:23][C:22]([C:25]3[CH:26]=[CH:27][N:28]=[CH:29][CH:30]=3)=[CH:21][CH:20]=2)=[O:17])[C:8]([OH:10])=[O:9])[CH:6]=[CH:5][CH:4]=[CH:3][CH:2]=1, predict the reactants needed to synthesize it. The reactants are: [C:1]1([C@H:7]([NH:15][C:16]([NH:18][C:19]2[CH:24]=[CH:23][C:22]([C:25]3[CH:30]=[CH:29][N:28]=[CH:27][CH:26]=3)=[CH:21][CH:20]=2)=[O:17])[C:8]([O:10]C(C)(C)C)=[O:9])[CH:6]=[CH:5][CH:4]=[CH:3][CH:2]=1.[F:31][C:32]([F:37])([F:36])[C:33]([OH:35])=[O:34]. (7) Given the product [C:6]([N:15]1[CH2:16][CH2:17][C@@H:13]([N:12]([CH3:18])[CH3:11])[CH2:14]1)(=[O:7])[C:24]1[CH:19]=[CH:20][N:21]=[CH:22][CH:23]=1, predict the reactants needed to synthesize it. The reactants are: CC1C=CC([C:6](O)=[O:7])=CN=1.[CH3:11][N:12]([CH3:18])[C@@H:13]1[CH2:17][CH2:16][NH:15][CH2:14]1.[CH3:19][CH:20]1[CH2:24][CH2:23][CH2:22][NH:21]1.